This data is from Full USPTO retrosynthesis dataset with 1.9M reactions from patents (1976-2016). The task is: Predict the reactants needed to synthesize the given product. (1) Given the product [Cl:10][C:11]1[C:12]([S:9][C:6]2[CH:7]=[CH:8][C:3]([O:2][CH3:1])=[CH:4][CH:5]=2)=[CH:13][C:14]2[O:19][CH:18]([C:20]([F:22])([F:21])[F:23])[C:17]([C:24]([OH:26])=[O:25])=[CH:16][C:15]=2[CH:29]=1, predict the reactants needed to synthesize it. The reactants are: [CH3:1][O:2][C:3]1[CH:8]=[CH:7][C:6]([SH:9])=[CH:5][CH:4]=1.[Cl:10][C:11]1[C:12](F)=[CH:13][C:14]2[O:19][CH:18]([C:20]([F:23])([F:22])[F:21])[C:17]([C:24]([O:26]CC)=[O:25])=[CH:16][C:15]=2[CH:29]=1. (2) The reactants are: [CH3:1][C:2]1[NH:3][C:4](=[O:23])[N:5]([C:16]2[CH:17]=[C:18]([CH3:22])[CH:19]=[CH:20][CH:21]=2)[C:6]=1[C:7]1[CH:8]=[CH:9][C:10]2[N:11]([N:13]=[CH:14][N:15]=2)[CH:12]=1.CN(C)C=O.CC(C)([O-])C.[K+].Br[CH2:36][C:37]1[CH:42]=[CH:41][CH:40]=[C:39]([CH3:43])[CH:38]=1. Given the product [N:15]1[CH:14]=[N:13][N:11]2[CH:12]=[C:7]([C:6]3[N:5]([C:16]4[CH:17]=[C:18]([CH3:22])[CH:19]=[CH:20][CH:21]=4)[C:4](=[O:23])[N:3]([CH2:36][C:37]4[CH:42]=[CH:41][CH:40]=[C:39]([CH3:43])[CH:38]=4)[C:2]=3[CH3:1])[CH:8]=[CH:9][C:10]=12, predict the reactants needed to synthesize it. (3) Given the product [N:26]1[CH:31]=[CH:30][C:29]([C:32]#[C:33][C:2]2[CH:3]=[C:4]([O:21][C:22]([F:24])([F:23])[F:25])[CH:5]=[C:6]3[C:11]=2[O:10][CH:9]([C:12]([F:14])([F:15])[F:13])[C:8]([C:16]([O:18][CH2:19][CH3:20])=[O:17])=[CH:7]3)=[CH:28][CH:27]=1, predict the reactants needed to synthesize it. The reactants are: I[C:2]1[CH:3]=[C:4]([O:21][C:22]([F:25])([F:24])[F:23])[CH:5]=[C:6]2[C:11]=1[O:10][CH:9]([C:12]([F:15])([F:14])[F:13])[C:8]([C:16]([O:18][CH2:19][CH3:20])=[O:17])=[CH:7]2.[N:26]1[CH:31]=[CH:30][C:29]([C:32]#[CH:33])=[CH:28][CH:27]=1. (4) Given the product [O:17]=[C:12]1[C:11](=[CH:28][C:27]2[NH:26][CH:25]=[C:24]3[C:23]=2[CH2:22][CH2:21][NH:20][C:19]3=[O:18])[C:10]2[C:14](=[CH:15][CH:16]=[C:8]([C:6]([N:1]3[CH2:5][CH2:4][CH2:3][CH2:2]3)=[O:7])[CH:9]=2)[NH:13]1, predict the reactants needed to synthesize it. The reactants are: [N:1]1([C:6]([C:8]2[CH:9]=[C:10]3[C:14](=[CH:15][CH:16]=2)[NH:13][C:12](=[O:17])[CH2:11]3)=[O:7])[CH2:5][CH2:4][CH2:3][CH2:2]1.[O:18]=[C:19]1[C:24]2=[CH:25][NH:26][C:27]([CH:28]=O)=[C:23]2[CH2:22][CH2:21][NH:20]1.N1CCCCC1. (5) Given the product [F:10][C:3]1[CH:4]=[C:5]([O:8][CH3:9])[CH:6]=[CH:7][C:2]=1[CH:19]=[O:20], predict the reactants needed to synthesize it. The reactants are: Br[C:2]1[CH:7]=[CH:6][C:5]([O:8][CH3:9])=[CH:4][C:3]=1[F:10].[Li]CCCC.CN([CH:19]=[O:20])C.[NH4+].[Cl-]. (6) Given the product [N:23]1([CH2:22][C:19]2[CH:18]=[CH:17][C:16]([C:14]3[O:4][C:5](=[O:6])[C:7]4([CH2:8][CH2:9][CH2:10][CH2:11][CH2:12]4)[N:13]=3)=[CH:21][CH:20]=2)[CH2:28][CH2:27][O:26][CH2:25][CH2:24]1, predict the reactants needed to synthesize it. The reactants are: [OH-].[Na+].C[O:4][C:5]([C:7]1([NH:13][C:14]([C:16]2[CH:21]=[CH:20][C:19]([CH2:22][N:23]3[CH2:28][CH2:27][O:26][CH2:25][CH2:24]3)=[CH:18][CH:17]=2)=O)[CH2:12][CH2:11][CH2:10][CH2:9][CH2:8]1)=[O:6].Cl.C(N(CC)CC)C.Cl.C(N=C=NCCCN(C)C)C. (7) Given the product [O:2]1[C:6]2[CH:7]=[CH:8][C:9]([C:11]3[S:19][C:18]4[C:17](=[O:20])[N:16]([CH:21]5[CH2:22][CH2:23][N:24]([C:54]([C:53]6[CH:57]=[CH:58][CH:59]=[C:51]([C:45]7[C:46]8[CH:47]=[C:48]([O:49][CH3:50])[C:39]([O:38][CH2:36][CH3:37])=[CH:40][C:41]=8[C@H:42]8[CH2:63][S:62][CH2:61][CH2:60][C@H:43]8[N:44]=7)[CH:52]=6)=[O:55])[CH2:25][CH2:26]5)[C:15](=[O:27])[N:14]([CH2:28][C:29]5[N:30]=[N:31][N:32]([CH2:34][CH3:35])[N:33]=5)[C:13]=4[CH:12]=3)=[CH:10][C:5]=2[O:4][CH2:3]1, predict the reactants needed to synthesize it. The reactants are: Cl.[O:2]1[C:6]2[CH:7]=[CH:8][C:9]([C:11]3[S:19][C:18]4[C:17](=[O:20])[N:16]([CH:21]5[CH2:26][CH2:25][NH:24][CH2:23][CH2:22]5)[C:15](=[O:27])[N:14]([CH2:28][C:29]5[N:30]=[N:31][N:32]([CH2:34][CH3:35])[N:33]=5)[C:13]=4[CH:12]=3)=[CH:10][C:5]=2[O:4][CH2:3]1.[CH2:36]([O:38][C:39]1[C:48]([O:49][CH3:50])=[CH:47][C:46]2[C:45]([C:51]3[CH:52]=[C:53]([CH:57]=[CH:58][CH:59]=3)[C:54](O)=[O:55])=[N:44][C@@H:43]3[CH2:60][CH2:61][S:62][CH2:63][C@@H:42]3[C:41]=2[CH:40]=1)[CH3:37].CN(C(ON1N=NC2C=CC=CC1=2)=[N+](C)C)C.F[P-](F)(F)(F)(F)F.CCN(C(C)C)C(C)C.